This data is from Full USPTO retrosynthesis dataset with 1.9M reactions from patents (1976-2016). The task is: Predict the reactants needed to synthesize the given product. (1) The reactants are: C(OC([N:8]1[CH2:13][CH2:12][O:11][CH2:10][C@H:9]1[CH2:14][O:15][C:16]([N:18]1[CH2:23][CH2:22][N:21]([C:24]2[CH:29]=[CH:28][C:27]([F:30])=[CH:26][CH:25]=2)[CH2:20][CH2:19]1)=[O:17])=O)(C)(C)C.C(O)(C(F)(F)F)=O. Given the product [F:30][C:27]1[CH:28]=[CH:29][C:24]([N:21]2[CH2:20][CH2:19][N:18]([C:16]([O:15][CH2:14][C@@H:9]3[CH2:10][O:11][CH2:12][CH2:13][NH:8]3)=[O:17])[CH2:23][CH2:22]2)=[CH:25][CH:26]=1, predict the reactants needed to synthesize it. (2) Given the product [CH3:1][O:2][C:3]1[CH:8]=[CH:7][C:6]([CH2:19][C:18]([O:21][CH2:22][CH3:23])=[O:20])=[CH:5][CH:4]=1, predict the reactants needed to synthesize it. The reactants are: [CH3:1][O:2][C:3]1[CH:8]=[CH:7][C:6](B(O)O)=[CH:5][CH:4]=1.CCCCCC.[C:18]([O:21][CH2:22][CH3:23])(=[O:20])[CH3:19]. (3) Given the product [CH:5]12[O:8][CH:1]([CH2:7][CH2:6]1)[CH2:2][N:3]([C:9]1[N:14]=[C:13]([C:15]3[CH:20]=[CH:19][C:18]([NH:21][C:22](=[O:34])[NH:23][C:24]4[CH:33]=[CH:32][C:27]([C:28]([OH:30])=[O:29])=[CH:26][CH:25]=4)=[CH:17][CH:16]=3)[N:12]=[C:11]3[N:35]([CH:38]([CH2:42][O:43][CH3:44])[CH2:39][O:40][CH3:41])[N:36]=[CH:37][C:10]=13)[CH2:4]2, predict the reactants needed to synthesize it. The reactants are: [CH:1]12[O:8][CH:5]([CH2:6][CH2:7]1)[CH2:4][N:3]([C:9]1[N:14]=[C:13]([C:15]3[CH:20]=[CH:19][C:18]([NH:21][C:22](=[O:34])[NH:23][C:24]4[CH:33]=[CH:32][C:27]([C:28]([O:30]C)=[O:29])=[CH:26][CH:25]=4)=[CH:17][CH:16]=3)[N:12]=[C:11]3[N:35]([CH:38]([CH2:42][O:43][CH3:44])[CH2:39][O:40][CH3:41])[N:36]=[CH:37][C:10]=13)[CH2:2]2.[OH-].[Na+].Cl. (4) Given the product [CH2:28]([O:35][C:36]1[CH:43]=[CH:42][C:39]([C:40]([C:2]2[CH:7]=[CH:6][C:5]([O:8][CH3:9])=[CH:4][C:3]=2[CH2:10][CH2:11][C:12]([C:17]2[CH:18]=[CH:19][CH:20]=[CH:21][CH:22]=2)=[O:16])=[O:52])=[CH:38][CH:37]=1)[C:29]1[CH:34]=[CH:33][CH:32]=[CH:31][CH:30]=1, predict the reactants needed to synthesize it. The reactants are: Br[C:2]1[CH:7]=[CH:6][C:5]([O:8][CH3:9])=[CH:4][C:3]=1[CH2:10][CH2:11][C:12]1([C:17]2[CH:22]=[CH:21][CH:20]=[CH:19][CH:18]=2)[O:16]CCO1.[Li]CCCC.[CH2:28]([O:35][C:36]1[CH:43]=[CH:42][C:39]([C:40]#N)=[CH:38][CH:37]=1)[C:29]1[CH:34]=[CH:33][CH:32]=[CH:31][CH:30]=1.CC1C=CC(S([O-])(=O)=[O:52])=CC=1.C1C=C[NH+]=CC=1. (5) Given the product [C:22]([CH2:21][O:20][C:14]1[CH:15]=[CH:16][C:17]([Cl:19])=[CH:18][C:13]=1[CH2:12][C:7]1[CH:8]=[CH:9][CH:10]=[CH:11][C:6]=1[O:5][CH2:4][C:3]([OH:26])=[O:2])([OH:24])=[O:23], predict the reactants needed to synthesize it. The reactants are: C[O:2][C:3](=[O:26])[CH2:4][O:5][C:6]1[CH:11]=[CH:10][CH:9]=[CH:8][C:7]=1[CH2:12][C:13]1[CH:18]=[C:17]([Cl:19])[CH:16]=[CH:15][C:14]=1[O:20][CH2:21][C:22]([O:24]C)=[O:23].[OH-].[Na+]. (6) Given the product [NH2:8][C:7]1[CH:6]=[CH:5][C:4]([CH:11]([CH3:17])[C:12]([O:14][CH2:15][CH3:16])=[O:13])=[CH:3][C:2]=1[OH:1], predict the reactants needed to synthesize it. The reactants are: [OH:1][C:2]1[CH:3]=[C:4]([CH:11]([CH3:17])[C:12]([O:14][CH2:15][CH3:16])=[O:13])[CH:5]=[CH:6][C:7]=1[N+:8]([O-])=O.